Predict the product of the given reaction. From a dataset of Forward reaction prediction with 1.9M reactions from USPTO patents (1976-2016). Given the reactants FC(F)(F)C(O)=O.[NH:8]1[CH2:13][CH2:12][CH:11]([CH2:14][NH:15][C:16]([N:18]2[CH2:22][CH:21]([CH2:23][C:24]([CH3:27])([CH3:26])[CH3:25])[C:20]3([C:35]4[C:30](=[CH:31][C:32]([Cl:36])=[CH:33][CH:34]=4)[NH:29][C:28]3=[O:37])[CH:19]2[C:38]2[CH:43]=[CH:42][CH:41]=[C:40]([Cl:44])[C:39]=2[F:45])=[O:17])[CH2:10][CH2:9]1.C(N(CC)CC)C.[CH3:53][S:54](Cl)(=[O:56])=[O:55], predict the reaction product. The product is: [CH3:53][S:54]([N:8]1[CH2:13][CH2:12][CH:11]([CH2:14][NH:15][C:16]([N:18]2[CH2:22][CH:21]([CH2:23][C:24]([CH3:27])([CH3:26])[CH3:25])[C:20]3([C:35]4[C:30](=[CH:31][C:32]([Cl:36])=[CH:33][CH:34]=4)[NH:29][C:28]3=[O:37])[CH:19]2[C:38]2[CH:43]=[CH:42][CH:41]=[C:40]([Cl:44])[C:39]=2[F:45])=[O:17])[CH2:10][CH2:9]1)(=[O:56])=[O:55].